This data is from Catalyst prediction with 721,799 reactions and 888 catalyst types from USPTO. The task is: Predict which catalyst facilitates the given reaction. Reactant: [F:1][C:2]([F:14])([F:13])[C:3]1[CH:12]=[CH:11][C:6]([C:7](OC)=[O:8])=[CH:5][CH:4]=1.[NH2:15][NH2:16]. Product: [F:1][C:2]([F:14])([F:13])[C:3]1[CH:12]=[CH:11][C:6]([C:7]([NH:15][NH2:16])=[O:8])=[CH:5][CH:4]=1. The catalyst class is: 8.